Dataset: Forward reaction prediction with 1.9M reactions from USPTO patents (1976-2016). Task: Predict the product of the given reaction. Given the reactants [OH:1][CH2:2][CH2:3][N:4]1[CH2:9][CH2:8][S:7][CH2:6][CH2:5]1.N(C(N1CCCCC1)=O)=NC(N1CCCCC1)=O.[Cl:28][C:29]1[CH:48]=[CH:47][C:32]([NH:33][C:34]2[C:43]3[C:38](=[CH:39][C:40](O)=[C:41]([O:44][CH3:45])[CH:42]=3)[N:37]=[CH:36][N:35]=2)=[C:31]([F:49])[CH:30]=1.C(P(CCCC)CCCC)CCC, predict the reaction product. The product is: [Cl:28][C:29]1[CH:48]=[CH:47][C:32]([NH:33][C:34]2[C:43]3[C:38](=[CH:39][C:40]([O:1][CH2:2][CH2:3][N:4]4[CH2:9][CH2:8][S:7][CH2:6][CH2:5]4)=[C:41]([O:44][CH3:45])[CH:42]=3)[N:37]=[CH:36][N:35]=2)=[C:31]([F:49])[CH:30]=1.